Task: Predict the reaction yield, written as a fraction of the theoretical maximum amount of product (1.0 means a 100% yield; for example, 0.34 means a 34% yield).. Dataset: Reaction yield outcomes from USPTO patents with 853,638 reactions The reactants are O[CH2:2][CH2:3][CH2:4][NH:5][C:6](=[O:12])[O:7][C:8]([CH3:11])([CH3:10])[CH3:9].[S:13]1C=CC=C1CC(O)=O.C1(P(C2C=CC=CC=2)C2C=CC=CC=2)C=CC=CC=1.[CH3:41][CH:42]([O:44]C(/N=N/C(OC(C)C)=O)=O)C. The catalyst is C(Cl)Cl. The product is [C:42](=[O:44])([S:13][CH2:2][CH2:3][CH2:4][NH:5][C:6]([O:7][C:8]([CH3:11])([CH3:10])[CH3:9])=[O:12])[CH3:41]. The yield is 0.750.